Dataset: Forward reaction prediction with 1.9M reactions from USPTO patents (1976-2016). Task: Predict the product of the given reaction. Given the reactants [CH3:1][S:2]([C:5]1[CH:6]=[CH:7][C:8]([NH:11][NH2:12])=[N:9][CH:10]=1)(=[O:4])=[O:3].C(O)(C)C.[F:17][CH:18]([F:30])[C:19](=O)[CH2:20][C:21]([C:23]1[CH:28]=[CH:27][CH:26]=[CH:25][CH:24]=1)=O.S(=O)(=O)(O)O, predict the reaction product. The product is: [CH3:1][S:2]([C:5]1[CH:6]=[CH:7][C:8]([N:11]2[C:21]([C:23]3[CH:24]=[CH:25][CH:26]=[CH:27][CH:28]=3)=[CH:20][C:19]([CH:18]([F:17])[F:30])=[N:12]2)=[N:9][CH:10]=1)(=[O:3])=[O:4].